From a dataset of Ames mutagenicity test results for genotoxicity prediction. Regression/Classification. Given a drug SMILES string, predict its toxicity properties. Task type varies by dataset: regression for continuous values (e.g., LD50, hERG inhibition percentage) or binary classification for toxic/non-toxic outcomes (e.g., AMES mutagenicity, cardiotoxicity, hepatotoxicity). Dataset: ames. (1) The compound is NC(N)=S(=O)=O. The result is 1 (mutagenic). (2) The compound is O=C1Cc2cc3cc([N+](=O)[O-])ccc3cc2C(O)C1O. The result is 0 (non-mutagenic). (3) The molecule is CC(C)[N+](C)(CCOC(=O)C1c2ccccc2Oc2ccccc21)C(C)C. The result is 0 (non-mutagenic). (4) The drug is [O-][n+]1c2ccccc2c2ccc3cccc4ccc1c2c34. The result is 1 (mutagenic).